This data is from Full USPTO retrosynthesis dataset with 1.9M reactions from patents (1976-2016). The task is: Predict the reactants needed to synthesize the given product. (1) Given the product [CH3:33][O:34][C:35]1[CH:36]=[C:37]([CH2:38][C:5](=[O:6])[CH2:4][NH:3][C:9]2[N:14]([CH3:15])[C:13](=[O:16])[C:12]([C:17]3[CH:26]=[CH:25][C:24]4[C:19](=[CH:20][CH:21]=[CH:22][CH:23]=4)[CH:18]=3)=[C:11]([C:27]3[CH:28]=[CH:29][N:30]=[CH:31][CH:32]=3)[N:10]=2)[CH:41]=[CH:42][CH:43]=1, predict the reactants needed to synthesize it. The reactants are: CO[N:3]([C:9]1[N:14]([CH3:15])[C:13](=[O:16])[C:12]([C:17]2[CH:26]=[CH:25][C:24]3[C:19](=[CH:20][CH:21]=[CH:22][CH:23]=3)[CH:18]=2)=[C:11]([C:27]2[CH:32]=[CH:31][N:30]=[CH:29][CH:28]=2)[N:10]=1)[CH2:4][C:5](NC)=[O:6].[CH3:33][O:34][C:35]1[CH:36]=[C:37]([CH:41]=[CH:42][CH:43]=1)[CH2:38][Mg]Cl.O.C(OCC)(=O)C. (2) Given the product [Cl:1][C:2]1[CH:9]=[CH:8][C:5]([C:6](=[N:12][OH:11])[NH2:7])=[CH:4][CH:3]=1, predict the reactants needed to synthesize it. The reactants are: [Cl:1][C:2]1[CH:9]=[CH:8][C:5]([C:6]#[N:7])=[CH:4][CH:3]=1.Cl.[OH:11][NH2:12].C(=O)([O-])[O-].[K+].[K+]. (3) The reactants are: Cl[C:2]1[CH:11]=[CH:10][C:9]2[C:4](=[C:5]([NH:12][CH2:13][C:14]3[CH:15]=[N:16][CH:17]=[CH:18][CH:19]=3)[CH:6]=[CH:7][CH:8]=2)[N:3]=1.[N:20]1[CH:25]=[CH:24][CH:23]=[C:22](B(O)O)[CH:21]=1.C([O-])([O-])=O.[K+].[K+]. Given the product [N:20]1[CH:25]=[CH:24][CH:23]=[C:22]([C:2]2[CH:11]=[CH:10][C:9]3[C:4](=[C:5]([NH:12][CH2:13][C:14]4[CH:15]=[N:16][CH:17]=[CH:18][CH:19]=4)[CH:6]=[CH:7][CH:8]=3)[N:3]=2)[CH:21]=1, predict the reactants needed to synthesize it. (4) Given the product [Si:1]([O:8][CH2:9][C:10]1[CH:15]=[CH:14][N:13]=[C:12]([CH2:16][NH:22][CH2:21][CH2:20][S:19][CH3:18])[CH:11]=1)([C:4]([CH3:7])([CH3:6])[CH3:5])([CH3:3])[CH3:2], predict the reactants needed to synthesize it. The reactants are: [Si:1]([O:8][CH2:9][C:10]1[CH:15]=[CH:14][N:13]=[C:12]([CH:16]=O)[CH:11]=1)([C:4]([CH3:7])([CH3:6])[CH3:5])([CH3:3])[CH3:2].[CH3:18][S:19][CH2:20][CH2:21][NH2:22].